This data is from Forward reaction prediction with 1.9M reactions from USPTO patents (1976-2016). The task is: Predict the product of the given reaction. (1) Given the reactants [F:1][C:2]([F:7])([F:6])[C:3]([OH:5])=[O:4].[CH2:8]([S:10]([N:13]1[CH2:18][CH2:17][CH:16]([C:19]2[C:27]3[C:22](=[C:23]([C:38]([NH2:40])=[O:39])[CH:24]=[C:25]([C:28]4[CH:33]=[C:32]([CH2:34][NH:35][CH3:36])[CH:31]=[CH:30][C:29]=4[F:37])[CH:26]=3)[NH:21][CH:20]=2)[CH2:15][CH2:14]1)(=[O:12])=[O:11])[CH3:9].CN, predict the reaction product. The product is: [F:1][C:2]([F:7])([F:6])[C:3]([OH:5])=[O:4].[CH2:8]([S:10]([N:13]1[CH2:18][CH2:17][CH:16]([C:19]2[C:27]3[C:22](=[C:23]([C:38]([NH2:40])=[O:39])[CH:24]=[C:25]([C:28]4[CH:33]=[C:32]([CH2:34][NH:35][CH2:36][CH2:2][CH3:3])[CH:31]=[CH:30][C:29]=4[F:37])[CH:26]=3)[NH:21][CH:20]=2)[CH2:15][CH2:14]1)(=[O:11])=[O:12])[CH3:9]. (2) Given the reactants [Cl:1][C:2]1[CH:3]=[C:4]([C:10]2([C:27]([F:30])([F:29])[F:28])[O:14][N:13]=[C:12]([C:15]3[N:16]4[C:20]([C:21]([C:24](O)=[O:25])=[CH:22][CH:23]=3)=[CH:19][CH:18]=[CH:17]4)[CH2:11]2)[CH:5]=[C:6]([Cl:9])[C:7]=1[Cl:8].CCN(C(C)C)C(C)C.CN(C(ON1N=NC2C=CC=NC1=2)=[N+](C)C)C.F[P-](F)(F)(F)(F)F.Cl.[NH2:65][CH2:66][C:67]1[CH:68]=[CH:69][C:70]2[C:74]([CH2:77][F:78])([CH2:75][F:76])[O:73][B:72]([OH:79])[C:71]=2[CH:80]=1, predict the reaction product. The product is: [F:78][CH2:77][C:74]1([CH2:75][F:76])[O:73][B:72]([OH:79])[C:71]2[CH:80]=[C:67]([CH2:66][NH:65][C:24]([C:21]3[C:20]4[N:16]([CH:17]=[CH:18][CH:19]=4)[C:15]([C:12]4[CH2:11][C:10]([C:4]5[CH:3]=[C:2]([Cl:1])[C:7]([Cl:8])=[C:6]([Cl:9])[CH:5]=5)([C:27]([F:30])([F:29])[F:28])[O:14][N:13]=4)=[CH:23][CH:22]=3)=[O:25])[CH:68]=[CH:69][C:70]1=2. (3) Given the reactants [CH2:1]([Si:3]([CH2:12][CH3:13])([CH2:10][CH3:11])[C:4]#[C:5][CH2:6][CH2:7][CH2:8]O)[CH3:2].[I-:14].[I-].C1(P(C2C=CC=CC=2)C2C=CC=CC=2)C=CC=CC=1.N1C=CN=C1, predict the reaction product. The product is: [CH2:1]([Si:3]([CH2:12][CH3:13])([CH2:10][CH3:11])[C:4]#[C:5][CH2:6][CH2:7][CH2:8][I:14])[CH3:2]. (4) Given the reactants [H-].[Na+].[C:3]([CH2:5]P(=O)(OCC)OCC)#[N:4].[N+:14]([C:17]1[CH:18]=[C:19]([CH:22]=[C:23]([C:25]([F:28])([F:27])[F:26])[CH:24]=1)[CH:20]=O)([O-:16])=[O:15].O, predict the reaction product. The product is: [N+:14]([C:17]1[CH:18]=[C:19]([CH:20]=[CH:5][C:3]#[N:4])[CH:22]=[C:23]([C:25]([F:26])([F:27])[F:28])[CH:24]=1)([O-:16])=[O:15]. (5) The product is: [CH2:7]([O:9][C:10]1[CH:11]=[CH:12][CH:13]=[C:14]2[C:19]=1[C:18]([Al:1]([CH2:4][CH3:5])[CH2:2][CH3:3])=[CH:17][CH:16]=[CH:15]2)[CH3:8]. Given the reactants [Al:1](Cl)([CH2:4][CH3:5])[CH2:2][CH3:3].[CH2:7]([O:9][C:10]1([Li])[C:19]2[C:14](=[CH:15][CH:16]=[CH:17][CH:18]=2)[CH:13]=[CH:12][CH2:11]1)[CH3:8].C([Li])(C)(C)C.C(OC1C2C(=CC=CC=2)C=CC=1)C, predict the reaction product. (6) Given the reactants [CH3:1][S:2](Cl)(=[O:4])=[O:3].[Br:6][C:7]1[CH:8]=[C:9]([CH:11]=[CH:12][C:13]=1[O:14][CH3:15])[NH2:10], predict the reaction product. The product is: [Br:6][C:7]1[CH:8]=[C:9]([NH:10][S:2]([CH3:1])(=[O:4])=[O:3])[CH:11]=[CH:12][C:13]=1[O:14][CH3:15]. (7) Given the reactants [CH3:1][O:2][CH:3]([O:15][CH3:16])[CH2:4][C:5]1[C:6]([C:13]#[N:14])=[N:7][CH:8]=[C:9]([O:11][CH3:12])[CH:10]=1.O.C(=O)([O-])[O-:19].[Na+].[Na+].OO, predict the reaction product. The product is: [CH3:16][O:15][CH:3]([O:2][CH3:1])[CH2:4][C:5]1[C:6]([C:13]([NH2:14])=[O:19])=[N:7][CH:8]=[C:9]([O:11][CH3:12])[CH:10]=1.